This data is from Full USPTO retrosynthesis dataset with 1.9M reactions from patents (1976-2016). The task is: Predict the reactants needed to synthesize the given product. (1) Given the product [Br:1][C:2]1[CH:3]=[C:4]2[C:9](=[CH:10][CH:11]=1)[N:8]=[CH:7][C:6]([C:12]([CH:14]1[CH2:16][CH2:15]1)=[O:13])=[C:5]2[NH:26][CH2:25][CH:22]1[CH2:23][CH2:24][N:19]([CH3:18])[CH2:20][CH2:21]1, predict the reactants needed to synthesize it. The reactants are: [Br:1][C:2]1[CH:3]=[C:4]2[C:9](=[CH:10][CH:11]=1)[N:8]=[CH:7][C:6]([C:12]([CH:14]1[CH2:16][CH2:15]1)=[O:13])=[C:5]2Cl.[CH3:18][N:19]1[CH2:24][CH2:23][CH:22]([CH2:25][NH2:26])[CH2:21][CH2:20]1. (2) Given the product [CH2:1]([O:8][C:9]1[CH:10]=[C:11]([CH:29]=[CH:30][CH:31]=1)[CH2:12][O:13][C:14]1[C:19]2[CH:20]=[C:21]([C:23]3[N:38]=[C:36]4[N:35]([CH:24]=3)[N:34]=[C:33]([Br:32])[S:37]4)[O:22][C:18]=2[CH:17]=[C:16]([CH2:27][CH3:28])[CH:15]=1)[C:2]1[CH:3]=[CH:4][CH:5]=[CH:6][CH:7]=1, predict the reactants needed to synthesize it. The reactants are: [CH2:1]([O:8][C:9]1[CH:10]=[C:11]([CH:29]=[CH:30][CH:31]=1)[CH2:12][O:13][C:14]1[C:19]2[CH:20]=[C:21]([C:23](=O)[CH2:24]Br)[O:22][C:18]=2[CH:17]=[C:16]([CH2:27][CH3:28])[CH:15]=1)[C:2]1[CH:7]=[CH:6][CH:5]=[CH:4][CH:3]=1.[Br:32][C:33]1[S:37][C:36]([NH2:38])=[N:35][N:34]=1.C([O-])(O)=O.[Na+]. (3) Given the product [F:29][C:26]1[CH:27]=[CH:28][C:23]([NH:22][C:20]2[N:19]([CH3:30])[C:18]3[CH:31]=[CH:32][C:15]([O:14][C:12]4[CH:11]=[CH:10][N:9]=[C:8]([C:6]([OH:7])=[O:5])[CH:13]=4)=[CH:16][C:17]=3[N:21]=2)=[CH:24][CH:25]=1, predict the reactants needed to synthesize it. The reactants are: C([O:5][C:6]([C:8]1[CH:13]=[C:12]([O:14][C:15]2[CH:32]=[CH:31][C:18]3[N:19]([CH3:30])[C:20]([NH:22][C:23]4[CH:28]=[CH:27][C:26]([F:29])=[CH:25][CH:24]=4)=[N:21][C:17]=3[CH:16]=2)[CH:11]=[CH:10][N:9]=1)=[O:7])(C)(C)C.